Dataset: Peptide-MHC class I binding affinity with 185,985 pairs from IEDB/IMGT. Task: Regression. Given a peptide amino acid sequence and an MHC pseudo amino acid sequence, predict their binding affinity value. This is MHC class I binding data. (1) The peptide sequence is RVWIEDNPW. The MHC is HLA-B57:01 with pseudo-sequence HLA-B57:01. The binding affinity (normalized) is 0.639. (2) The peptide sequence is MEQRVMATL. The MHC is HLA-B07:02 with pseudo-sequence HLA-B07:02. The binding affinity (normalized) is 0.213. (3) The peptide sequence is QRNGRIDRY. The MHC is HLA-B57:01 with pseudo-sequence HLA-B57:01. The binding affinity (normalized) is 0.0847. (4) The peptide sequence is FTFERSKIK. The MHC is BoLA-T2a with pseudo-sequence BoLA-T2a. The binding affinity (normalized) is 0.397. (5) The peptide sequence is TFAEGVVAF. The MHC is HLA-A24:02 with pseudo-sequence HLA-A24:02. The binding affinity (normalized) is 0.504. (6) The peptide sequence is MYPFIFFIV. The MHC is HLA-B46:01 with pseudo-sequence HLA-B46:01. The binding affinity (normalized) is 0.0847. (7) The peptide sequence is AYDHGNVIL. The MHC is HLA-A11:01 with pseudo-sequence HLA-A11:01. The binding affinity (normalized) is 0.0847.